Dataset: Forward reaction prediction with 1.9M reactions from USPTO patents (1976-2016). Task: Predict the product of the given reaction. (1) Given the reactants [CH3:1][C:2]1[CH:3]=[C:4]([CH:8]=[CH:9][C:10]=1[C:11]([N:13]1[CH2:17][CH2:16][CH2:15][CH2:14]1)=[O:12])[C:5]([OH:7])=O.CN(C(ON1N=NC2C=CC=CC1=2)=[N+](C)C)C.[B-](F)(F)(F)F.C(N(C(C)C)CC)(C)C.[Cl:49][C:50]1[CH:68]=[CH:67][C:53]2[NH:54][C:55]([C@@H:57]([NH2:66])[CH2:58][C:59]3[CH:64]=[CH:63][C:62]([Cl:65])=[CH:61][CH:60]=3)=[N:56][C:52]=2[CH:51]=1.ClCl, predict the reaction product. The product is: [Cl:49][C:50]1[CH:68]=[CH:67][C:53]2[NH:54][C:55]([C@@H:57]([NH:66][C:5](=[O:7])[C:4]3[CH:8]=[CH:9][C:10]([C:11]([N:13]4[CH2:17][CH2:16][CH2:15][CH2:14]4)=[O:12])=[C:2]([CH3:1])[CH:3]=3)[CH2:58][C:59]3[CH:60]=[CH:61][C:62]([Cl:65])=[CH:63][CH:64]=3)=[N:56][C:52]=2[CH:51]=1. (2) The product is: [CH3:2][O:3][C:4](=[O:16])[C@H:5]([CH2:7][C:8]1[CH:13]=[CH:12][C:11]([OH:14])=[C:10]([I:15])[CH:9]=1)[NH:6][C:28](=[O:29])[CH:26]([CH3:27])[NH:25][C:20]1[CH:21]=[CH:22][C:23]([Cl:24])=[C:18]([Cl:17])[CH:19]=1. Given the reactants Cl.[CH3:2][O:3][C:4](=[O:16])[C@H:5]([CH2:7][C:8]1[CH:13]=[CH:12][C:11]([OH:14])=[C:10]([I:15])[CH:9]=1)[NH2:6].[Cl:17][C:18]1[CH:19]=[C:20]([NH:25][CH:26]([C:28](O)=[O:29])[CH3:27])[CH:21]=[CH:22][C:23]=1[Cl:24].N[C@H](C(O)=O)C, predict the reaction product. (3) Given the reactants [CH2:1]([C:3]1[C:4]([OH:26])=[C:5]([C:22]([O:24][CH3:25])=[O:23])[C:6](=[O:21])[NH:7][C:8]=1[C:9]1[CH:14]=[CH:13][C:12]([C:15]2[CH2:16][CH2:17][NH:18][CH2:19][CH:20]=2)=[CH:11][CH:10]=1)[CH3:2].[CH:27](=O)[CH3:28].C(O[BH-](OC(=O)C)OC(=O)C)(=O)C.[Na+], predict the reaction product. The product is: [CH2:1]([C:3]1[C:4]([OH:26])=[C:5]([C:22]([O:24][CH3:25])=[O:23])[C:6](=[O:21])[NH:7][C:8]=1[C:9]1[CH:10]=[CH:11][C:12]([C:15]2[CH2:16][CH2:17][N:18]([CH2:27][CH3:28])[CH2:19][CH:20]=2)=[CH:13][CH:14]=1)[CH3:2]. (4) Given the reactants [Cl:1][C:2]1[CH:7]=[C:6]([C:8]2[O:12][N:11]=[C:10]([CH3:13])[C:9]=2[C:14]([O:16]CC)=[O:15])[CH:5]=[CH:4][N:3]=1.C(O)C.[OH-].[Na+].O, predict the reaction product. The product is: [Cl:1][C:2]1[CH:7]=[C:6]([C:8]2[O:12][N:11]=[C:10]([CH3:13])[C:9]=2[C:14]([OH:16])=[O:15])[CH:5]=[CH:4][N:3]=1. (5) The product is: [CH3:12][N:13]1[CH2:18][CH2:17][N:16]([CH2:2][C:3]2[CH:8]=[CH:7][CH:6]=[C:5]([N+:9]([O-:11])=[O:10])[CH:4]=2)[CH2:15][CH2:14]1. Given the reactants Br[CH2:2][C:3]1[CH:8]=[CH:7][CH:6]=[C:5]([N+:9]([O-:11])=[O:10])[CH:4]=1.[CH3:12][N:13]1[CH2:18][CH2:17][NH:16][CH2:15][CH2:14]1.C([O-])([O-])=O.[K+].[K+], predict the reaction product. (6) Given the reactants [OH:1][CH2:2][C:3]1[CH:4]=[C:5]([NH:9][C:10](=[O:12])[CH3:11])[CH:6]=[CH:7][CH:8]=1.[Cr](Cl)([O-])(=O)=O.[NH+]1C=CC=CC=1.CN(C)C=O, predict the reaction product. The product is: [CH:2]([C:3]1[CH:4]=[C:5]([NH:9][C:10](=[O:12])[CH3:11])[CH:6]=[CH:7][CH:8]=1)=[O:1].